Dataset: Forward reaction prediction with 1.9M reactions from USPTO patents (1976-2016). Task: Predict the product of the given reaction. (1) Given the reactants C1C=CC(P(C2C(C3C(P(C4C=CC=CC=4)C4C=CC=CC=4)=CC=C4C=3C=CC=C4)=C3C(C=CC=C3)=CC=2)C2C=CC=CC=2)=CC=1.Br[C:48]1[CH:53]=[CH:52][CH:51]=[CH:50][CH:49]=1.C(=O)([O-])[O-].[Cs+].[Cs+].[F:60][C:61]([F:80])([F:79])[C:62]1[CH:67]=[CH:66][C:65]([NH:68][C:69]2[C:70]3[CH2:78][CH2:77][NH:76][CH2:75][C:71]=3[N:72]=[CH:73][N:74]=2)=[CH:64][CH:63]=1, predict the reaction product. The product is: [C:48]1([N:76]2[CH2:77][CH2:78][C:70]3[C:69]([NH:68][C:65]4[CH:64]=[CH:63][C:62]([C:61]([F:80])([F:60])[F:79])=[CH:67][CH:66]=4)=[N:74][CH:73]=[N:72][C:71]=3[CH2:75]2)[CH:53]=[CH:52][CH:51]=[CH:50][CH:49]=1. (2) Given the reactants [Br:1][C:2]1[N:10]([CH2:11][O:12][CH2:13][CH3:14])[C:9]2[C:8](=[O:15])[NH:7][C:6](=[O:16])[N:5]([CH3:17])[C:4]=2[N:3]=1.[H-].[Na+].[C:20]([O:23][C@H:24]([CH3:30])[CH2:25][CH2:26][CH2:27][CH2:28][Cl:29])(=[O:22])[CH3:21], predict the reaction product. The product is: [C:20]([O:23][CH:24]([CH3:30])[CH2:25][CH2:26][CH2:27][CH2:28][Cl:29])(=[O:22])[CH3:21].[C:20]([O:23][C@H:24]([CH3:30])[CH2:25][CH2:26][CH2:27][CH2:28][N:7]1[C:8](=[O:15])[C:9]2[N:10]([CH2:11][O:12][CH2:13][CH3:14])[C:2]([Br:1])=[N:3][C:4]=2[N:5]([CH3:17])[C:6]1=[O:16])(=[O:22])[CH3:21].